This data is from Catalyst prediction with 721,799 reactions and 888 catalyst types from USPTO. The task is: Predict which catalyst facilitates the given reaction. (1) Reactant: C([O:3][C:4]([O:6][CH:7]([CH2:11][C:12]1[CH:17]=[CH:16][C:15]([NH:18][C:19](=[O:35])/[CH:20]=[CH:21]/[C:22]2[CH:23]=[N:24][N:25]([CH3:34])[C:26]=2[C:27]2[CH:32]=[CH:31][C:30]([F:33])=[CH:29][CH:28]=2)=[CH:14][CH:13]=1)[C:8]([NH2:10])=[O:9])=O)C.C1CCN2C(=NCCC2)CC1. Product: [O:3]=[C:4]1[NH:10][C:8](=[O:9])[CH:7]([CH2:11][C:12]2[CH:13]=[CH:14][C:15]([NH:18][C:19](=[O:35])/[CH:20]=[CH:21]/[C:22]3[CH:23]=[N:24][N:25]([CH3:34])[C:26]=3[C:27]3[CH:32]=[CH:31][C:30]([F:33])=[CH:29][CH:28]=3)=[CH:16][CH:17]=2)[O:6]1. The catalyst class is: 10. (2) Reactant: [N:1]([C:4]1[CH:16]=[CH:15][C:7]([C:8]([NH:10][CH2:11][CH2:12][CH2:13][CH3:14])=[O:9])=[CH:6][CH:5]=1)=[N+:2]=[N-:3].O=[C:18]([CH2:25][CH2:26][CH3:27])[CH2:19][C:20]([O:22]CC)=[O:21].[O-]CC.[Na+].O. Product: [CH2:11]([NH:10][C:8]([C:7]1[CH:6]=[CH:5][C:4]([N:1]2[C:18]([CH2:25][CH2:26][CH3:27])=[C:19]([C:20]([OH:22])=[O:21])[N:3]=[N:2]2)=[CH:16][CH:15]=1)=[O:9])[CH2:12][CH2:13][CH3:14]. The catalyst class is: 8. (3) Reactant: [NH2:1][C@H:2]([CH3:23])[C@H:3]([NH:8][C:9](=[O:22])[C:10]1[CH:15]=[CH:14][C:13]([C:16]#[C:17][C:18]#[C:19][CH2:20][OH:21])=[CH:12][CH:11]=1)[C:4]([NH:6][OH:7])=[O:5].C=O.[CH2:26](N)CCC.[BH3-]C#N.[Na+].C(O)(C(F)(F)F)=O. Product: [OH:7][NH:6][C:4](=[O:5])[C@@H:3]([NH:8][C:9](=[O:22])[C:10]1[CH:15]=[CH:14][C:13]([C:16]#[C:17][C:18]#[C:19][CH2:20][OH:21])=[CH:12][CH:11]=1)[C@H:2]([NH:1][CH3:26])[CH3:23]. The catalyst class is: 656. (4) Reactant: Br[C:2]1[CH:3]=[CH:4][CH:5]=[C:6]2[C:11]=1[CH:10]([NH:12][C:13]1[CH:18]=[CH:17][CH:16]=[CH:15][C:14]=1[CH3:19])[CH2:9][CH2:8][CH2:7]2.C1COCC1.[Li]CCCC.[Li]C(C)(C)C.C(O[B:39]1[O:43][C:42]([CH3:45])([CH3:44])[C:41]([CH3:47])([CH3:46])[O:40]1)(C)C. Product: [CH3:46][C:41]1([CH3:47])[C:42]([CH3:45])([CH3:44])[O:43][B:39]([C:2]2[CH:3]=[CH:4][CH:5]=[C:6]3[C:11]=2[CH:10]([NH:12][C:13]2[CH:18]=[CH:17][CH:16]=[CH:15][C:14]=2[CH3:19])[CH2:9][CH2:8][CH2:7]3)[O:40]1. The catalyst class is: 605. (5) Reactant: O.[OH-].[Li+].[CH3:4][C:5]1[CH:10]=[C:9]([CH3:11])[CH:8]=[C:7]([CH3:12])[C:6]=1[NH:13][C:14]([NH:16][C:17]1[C:18]([C:27]([NH:29][C@H:30]([C:38]([O:40]CC)=[O:39])[CH2:31][C:32]2[CH:37]=[CH:36][CH:35]=[CH:34][CH:33]=2)=[O:28])=[CH:19][C:20]2[C:25]([CH:26]=1)=[CH:24][CH:23]=[CH:22][CH:21]=2)=[O:15].O.Cl. Product: [CH3:12][C:7]1[CH:8]=[C:9]([CH3:11])[CH:10]=[C:5]([CH3:4])[C:6]=1[NH:13][C:14]([NH:16][C:17]1[C:18]([C:27]([NH:29][C@H:30]([C:38]([OH:40])=[O:39])[CH2:31][C:32]2[CH:37]=[CH:36][CH:35]=[CH:34][CH:33]=2)=[O:28])=[CH:19][C:20]2[C:25]([CH:26]=1)=[CH:24][CH:23]=[CH:22][CH:21]=2)=[O:15]. The catalyst class is: 12. (6) Reactant: [C:1]1([NH2:8])[CH:6]=[CH:5][C:4]([NH2:7])=[CH:3][CH:2]=1.[C:9]1(=[O:15])[O:14][C:12](=[O:13])[CH:11]=[CH:10]1. Product: [NH2:7][C:4]1[CH:5]=[CH:6][C:1]([NH:8][C:9](=[O:15])/[CH:10]=[CH:11]\[C:12]([OH:14])=[O:13])=[CH:2][CH:3]=1. The catalyst class is: 7. (7) Reactant: [CH2:1]([O:3][CH:4]([O:32][CH2:33][CH3:34])[CH2:5][O:6][CH:7]([CH:11]([CH2:24][C:25]1[CH:30]=[CH:29][C:28]([F:31])=[CH:27][CH:26]=1)[CH:12]([O:14][CH2:15][C:16]1[CH:21]=[CH:20][C:19]([O:22][CH3:23])=[CH:18][CH:17]=1)[CH3:13])[CH2:8][CH2:9][OH:10])[CH3:2].[H-].[Na+].[CH3:37]I. Product: [CH2:1]([O:3][CH:4]([O:32][CH2:33][CH3:34])[CH2:5][O:6][C@H:7]([CH2:8][CH2:9][O:10][CH3:37])[C@@H:11]([CH2:24][C:25]1[CH:30]=[CH:29][C:28]([F:31])=[CH:27][CH:26]=1)[C@@H:12]([O:14][CH2:15][C:16]1[CH:17]=[CH:18][C:19]([O:22][CH3:23])=[CH:20][CH:21]=1)[CH3:13])[CH3:2]. The catalyst class is: 1.